This data is from Reaction yield outcomes from USPTO patents with 853,638 reactions. The task is: Predict the reaction yield, written as a fraction of the theoretical maximum amount of product (1.0 means a 100% yield; for example, 0.34 means a 34% yield). The reactants are [Si:1]([O:8][CH2:9][CH2:10][C:11]1[C:12]([CH:18]=[O:19])=[N:13][C:14](Cl)=[CH:15][CH:16]=1)([C:4]([CH3:7])([CH3:6])[CH3:5])([CH3:3])[CH3:2].C(O)C.C([O-])(O)=O.[Na+]. The catalyst is [OH-].[OH-].[Pd+2]. The product is [Si:1]([O:8][CH2:9][CH2:10][C:11]1[C:12]([CH2:18][OH:19])=[N:13][CH:14]=[CH:15][CH:16]=1)([C:4]([CH3:6])([CH3:7])[CH3:5])([CH3:3])[CH3:2]. The yield is 0.950.